This data is from Cav3 T-type calcium channel HTS with 100,875 compounds. The task is: Binary Classification. Given a drug SMILES string, predict its activity (active/inactive) in a high-throughput screening assay against a specified biological target. (1) The compound is O=C1N(c2cc(c(NC(=O)C)cc2)C)C(=O)CC1. The result is 0 (inactive). (2) The drug is S(=O)(=O)(N1CCOCC1)c1ccc(cc1)c1n(c(SCC(=O)NC2CCCC2)nn1)C. The result is 0 (inactive).